This data is from Full USPTO retrosynthesis dataset with 1.9M reactions from patents (1976-2016). The task is: Predict the reactants needed to synthesize the given product. (1) Given the product [CH:1]1([N:5]2[CH2:11][CH2:10][C:9]3[S:12][C:13]([CH:15]4[CH2:20][CH2:19][N:18]([C:27]([C:24]5[CH:23]=[C:22]([CH3:21])[O:26][N:25]=5)=[O:28])[CH2:17][CH2:16]4)=[N:14][C:8]=3[CH2:7][CH2:6]2)[CH2:2][CH2:3][CH2:4]1, predict the reactants needed to synthesize it. The reactants are: [CH:1]1([N:5]2[CH2:11][CH2:10][C:9]3[S:12][C:13]([CH:15]4[CH2:20][CH2:19][NH:18][CH2:17][CH2:16]4)=[N:14][C:8]=3[CH2:7][CH2:6]2)[CH2:4][CH2:3][CH2:2]1.[CH3:21][C:22]1[O:26][N:25]=[C:24]([C:27](O)=[O:28])[CH:23]=1. (2) Given the product [C:70]([O:69][C@@H:47]([C:48]1[C:49]([C:62]2[CH:67]=[CH:66][C:65]([Cl:68])=[CH:64][CH:63]=2)=[C:50]2[C:55](=[CH:56][C:57]=1[CH3:58])[N:54]1[N:59]=[N:60][N:61]=[C:53]1[CH:52]=[CH:51]2)[CH2:46][OH:45])([CH3:73])([CH3:71])[CH3:72], predict the reactants needed to synthesize it. The reactants are: C(OC[C@@H](OC(C)(C)C)C1C(C2C=CC(Cl)=CC=2)=C2C(=CC=1C)N=C(N1CCOCC1)C=C2)(=O)C(C)(C)C.C([O:45][CH2:46][C@@H:47]([O:69][C:70]([CH3:73])([CH3:72])[CH3:71])[C:48]1[C:49]([C:62]2[CH:67]=[CH:66][C:65]([Cl:68])=[CH:64][CH:63]=2)=[C:50]2[C:55](=[CH:56][C:57]=1[CH3:58])[N:54]1[N:59]=[N:60][N:61]=[C:53]1[CH:52]=[CH:51]2)(=O)C(C)(C)C. (3) Given the product [Cl:14][CH2:2][C:3]1[S:7][CH:6]=[C:5]([C:8]([O:10][CH3:11])=[O:9])[CH:4]=1, predict the reactants needed to synthesize it. The reactants are: O[CH2:2][C:3]1[S:7][CH:6]=[C:5]([C:8]([O:10][CH3:11])=[O:9])[CH:4]=1.S(Cl)([Cl:14])=O. (4) Given the product [O:1]=[C:2]1[C@@:10]2([CH2:12][C@H:11]2[C:13]2[CH:21]=[C:20]3[C:16]([C:17]([CH:22]=[O:25])=[N:18][NH:19]3)=[CH:15][CH:14]=2)[C:9]2[C:4](=[CH:5][CH:6]=[CH:7][CH:8]=2)[NH:3]1, predict the reactants needed to synthesize it. The reactants are: [O:1]=[C:2]1[C@@:10]2([CH2:12][C@H:11]2[C:13]2[CH:21]=[C:20]3[C:16]([C:17]([C:22]#N)=[N:18][NH:19]3)=[CH:15][CH:14]=2)[C:9]2[C:4](=[CH:5][CH:6]=[CH:7][CH:8]=2)[NH:3]1.[PH2]([O-])=[O:25].[Na+]. (5) Given the product [CH3:10][C:4]1[N:3]=[CH:2][CH:9]=[CH:8][C:5]=1[C:6]#[N:7], predict the reactants needed to synthesize it. The reactants are: Cl[C:2]1[CH:9]=[CH:8][C:5]([C:6]#[N:7])=[C:4]([CH3:10])[N:3]=1.C([O-])=O.[NH4+]. (6) Given the product [O:26]=[C:14]1[N:15]([C:16]2[CH:21]=[CH:20][CH:19]=[C:18]([C:22]([F:25])([F:24])[F:23])[CH:17]=2)[C:5]2[C:4]3[C:9](=[CH:10][CH:11]=[C:2]([C:31]4[CH:30]=[C:29]([C:27]#[N:28])[CH:34]=[N:33][CH:32]=4)[N:3]=3)[N:8]=[CH:7][C:6]=2[CH:12]=[CH:13]1, predict the reactants needed to synthesize it. The reactants are: Cl[C:2]1[N:3]=[C:4]2[C:9](=[CH:10][CH:11]=1)[N:8]=[CH:7][C:6]1[CH:12]=[CH:13][C:14](=[O:26])[N:15]([C:16]3[CH:21]=[CH:20][CH:19]=[C:18]([C:22]([F:25])([F:24])[F:23])[CH:17]=3)[C:5]2=1.[C:27]([C:29]1[CH:30]=[C:31](OB(O)O)[CH:32]=[N:33][CH:34]=1)#[N:28].C(=O)([O-])[O-].[Na+].[Na+]. (7) Given the product [Cl:12][C:10]1[CH:11]=[C:6]([C:7]2[N:24]=[C:22]([NH:21][C:17]3[CH:18]=[CH:19][CH:20]=[C:15]([CH3:14])[CH:16]=3)[S:23][CH:8]=2)[CH:4]=[C:3]([Cl:2])[N:25]=1, predict the reactants needed to synthesize it. The reactants are: Br.[Cl:2][CH2:3][C:4]([C:6]1[CH:11]=[C:10]([Cl:12])N=[C:8](Br)[CH:7]=1)=O.[CH3:14][C:15]1[CH:16]=[C:17]([NH:21][C:22]([NH2:24])=[S:23])[CH:18]=[CH:19][CH:20]=1.[NH3:25].